From a dataset of Catalyst prediction with 721,799 reactions and 888 catalyst types from USPTO. Predict which catalyst facilitates the given reaction. (1) Reactant: [C:1]12([CH2:11][S:12](O)(=O)=O)C(C)(C)[CH:5]([CH2:6][CH2:7]1)C[C:2]2=[O:3].[N+:16]([C:19]1[CH:24]=[CH:23][C:22]([CH2:25][CH2:26][NH2:27])=[CH:21][CH:20]=1)([O-:18])=[O:17].S1CCC(=O)CC1.Cl[C:36]([N:38]=C=O)=[O:37]. Product: [N+:16]([C:19]1[CH:20]=[CH:21][C:22]([CH2:25][CH2:26][N:27]2[C:7]3[CH2:6][CH2:5][S:12][CH2:11][C:1]=3[C:2](=[O:3])[NH:38][C:36]2=[O:37])=[CH:23][CH:24]=1)([O-:18])=[O:17]. The catalyst class is: 93. (2) Reactant: [CH3:1][C:2]1[N:10]=[C:9]([C:11]2[CH:16]=[CH:15][C:14]([C:17]([F:20])([F:19])[F:18])=[CH:13][CH:12]=2)[CH:8]=[CH:7][C:3]=1C(O)=O.C[O:22][C:23](=[O:41])C1C=CC(C2C=CC(C(F)(F)F)=CC=2)=NC=1C.C([N:44](CC)CC)C.C1(P(N=[N+]=[N-])(C2C=CC=CC=2)=O)C=CC=CC=1.[C:66]1([CH3:76])[CH:71]=CC(S(O)(=O)=O)=C[CH:67]=1. Product: [C:66]([O:22][C:23](=[O:41])[NH:44][C:3]1[C:2]([CH3:1])=[N:10][C:9]([C:11]2[CH:12]=[CH:13][C:14]([C:17]([F:18])([F:19])[F:20])=[CH:15][CH:16]=2)=[CH:8][CH:7]=1)([CH3:76])([CH3:71])[CH3:67]. The catalyst class is: 218. (3) Reactant: Cl[C:2]1[C:3]([C:12]2[N:24]([CH3:25])[C:15]3=[N:16][CH:17]=[C:18]([C:20]([F:23])([F:22])[F:21])[CH:19]=[C:14]3[N:13]=2)=[N:4][CH:5]=[C:6]([C:8]([F:11])([F:10])[F:9])[CH:7]=1.CN(C=O)C.[CH2:31]([S-:33])[CH3:32].[Na+]. Product: [CH2:31]([S:33][C:2]1[C:3]([C:12]2[N:24]([CH3:25])[C:15]3=[N:16][CH:17]=[C:18]([C:20]([F:23])([F:22])[F:21])[CH:19]=[C:14]3[N:13]=2)=[N:4][CH:5]=[C:6]([C:8]([F:11])([F:10])[F:9])[CH:7]=1)[CH3:32]. The catalyst class is: 6.